This data is from Full USPTO retrosynthesis dataset with 1.9M reactions from patents (1976-2016). The task is: Predict the reactants needed to synthesize the given product. (1) Given the product [Cl:1][C:2]1[C:3]([CH2:17][CH3:18])=[N:4][N:5]2[C:10]([O:11][CH3:12])=[CH:9][CH:8]=[C:7]([C:13](=[O:16])[CH:14]([CH3:15])[CH2:35][C:36]([O:38][C:39]([CH3:42])([CH3:41])[CH3:40])=[O:37])[C:6]=12, predict the reactants needed to synthesize it. The reactants are: [Cl:1][C:2]1[C:3]([CH2:17][CH3:18])=[N:4][N:5]2[C:10]([O:11][CH3:12])=[CH:9][CH:8]=[C:7]([C:13](=[O:16])[CH2:14][CH3:15])[C:6]=12.C[Si]([N-][Si](C)(C)C)(C)C.[Li+].O1CCCC1.Br[CH2:35][C:36]([O:38][C:39]([CH3:42])([CH3:41])[CH3:40])=[O:37]. (2) Given the product [CH2:19]([N:10]1[C:11]2[C:7](=[CH:6][CH:5]=[C:4]([N+:1]([O-:3])=[O:2])[CH:12]=2)[CH:8]=[CH:9]1)[C:20]1[CH:25]=[CH:24][CH:23]=[CH:22][CH:21]=1, predict the reactants needed to synthesize it. The reactants are: [N+:1]([C:4]1[CH:12]=[C:11]2[C:7]([CH:8]=[CH:9][NH:10]2)=[CH:6][CH:5]=1)([O-:3])=[O:2].C(=O)([O-])[O-].[K+].[K+].[CH2:19](Br)[C:20]1[CH:25]=[CH:24][CH:23]=[CH:22][CH:21]=1.O. (3) Given the product [CH3:27][O:26][C:20]1[CH:19]=[C:18]([CH2:17][CH2:16][C:14]2[CH:15]=[C:11]([NH:10][C:8]([C:5]3[CH:4]=[N:3][C:2]([N:32]4[CH2:33][C@H:34]([CH3:35])[N:29]([CH3:28])[C@H:30]([CH3:36])[CH2:31]4)=[CH:7][N:6]=3)=[O:9])[NH:12][N:13]=2)[CH:23]=[C:22]([O:24][CH3:25])[CH:21]=1, predict the reactants needed to synthesize it. The reactants are: Cl[C:2]1[N:3]=[CH:4][C:5]([C:8]([NH:10][C:11]2[NH:12][N:13]=[C:14]([CH2:16][CH2:17][C:18]3[CH:23]=[C:22]([O:24][CH3:25])[CH:21]=[C:20]([O:26][CH3:27])[CH:19]=3)[CH:15]=2)=[O:9])=[N:6][CH:7]=1.[CH3:28][N:29]1[C@@H:34]([CH3:35])[CH2:33][NH:32][CH2:31][C@H:30]1[CH3:36].C[C@H]1CNC[C@@H](C)N1CC#N.C(N(C(C)C)C(C)C)C. (4) The reactants are: [CH3:1][O:2][C:3]1[CH:8]=[CH:7][CH:6]=[C:5]([CH2:9][N:10]2[CH2:15][CH2:14][CH2:13][CH2:12][CH2:11]2)[C:4]=1[OH:16].C(=O)([O-])[O-].[Cs+].[Cs+].Br[CH2:24][CH2:25][CH2:26][CH2:27][CH2:28][S:29][C:30]1[C:39]2[C:34](=[CH:35][C:36]([C:40]([F:43])([F:42])[F:41])=[CH:37][CH:38]=2)[N:33]=[CH:32][CH:31]=1.[ClH:44]. Given the product [ClH:44].[ClH:44].[CH3:1][O:2][C:3]1[CH:8]=[CH:7][CH:6]=[C:5]([CH2:9][N:10]2[CH2:15][CH2:14][CH2:13][CH2:12][CH2:11]2)[C:4]=1[O:16][CH2:24][CH2:25][CH2:26][CH2:27][CH2:28][S:29][C:30]1[C:39]2[C:34](=[CH:35][C:36]([C:40]([F:43])([F:41])[F:42])=[CH:37][CH:38]=2)[N:33]=[CH:32][CH:31]=1, predict the reactants needed to synthesize it. (5) Given the product [ClH:34].[CH3:27][O:26][CH2:25][C@H:10]1[CH2:9][NH:8][CH2:14][C:13]2[N:15]=[CH:16][C:17]([N:19]([CH3:24])[CH:20]([CH3:23])[CH2:21][CH3:22])=[N:18][C:12]=2[O:11]1, predict the reactants needed to synthesize it. The reactants are: C([N:8]1[CH2:14][C:13]2[N:15]=[CH:16][C:17]([N:19]([CH3:24])[CH:20]([CH3:23])[CH2:21][CH3:22])=[N:18][C:12]=2[O:11][C@@H:10]([CH2:25][O:26][CH3:27])[CH2:9]1)C1C=CC=CC=1.C(OCC)(=O)C.[ClH:34].